From a dataset of Forward reaction prediction with 1.9M reactions from USPTO patents (1976-2016). Predict the product of the given reaction. (1) Given the reactants [Cl:1][C:2]1[CH:3]=[C:4]([NH:10][C:11]2[N:16]=[C:15]([NH:17][C@H:18]([C:20]3[CH:25]=[CH:24][C:23]([F:26])=[CH:22][N:21]=3)[CH3:19])[C:14]([CH3:27])=[CH:13][C:12]=2[N+:28]([O-])=O)[C:5]([O:8][CH3:9])=[N:6][CH:7]=1, predict the reaction product. The product is: [Cl:1][C:2]1[CH:3]=[C:4]([NH:10][C:11]2[C:12]([NH2:28])=[CH:13][C:14]([CH3:27])=[C:15]([NH:17][C@H:18]([C:20]3[CH:25]=[CH:24][C:23]([F:26])=[CH:22][N:21]=3)[CH3:19])[N:16]=2)[C:5]([O:8][CH3:9])=[N:6][CH:7]=1. (2) Given the reactants C(OC(N[C:12]12[CH2:20][CH2:19][CH:16]([CH2:17][CH2:18]1)[CH2:15][N:14]1[C:21](=[O:31])[C:22]([OH:30])=[C:23]([C:25](OCC)=[O:26])[N:24]=[C:13]21)=O)C1C=CC=CC=1.Cl.[Br:33][C:34]1[CH:39]=[C:38]([F:40])[C:37]([Br:41])=[CH:36][C:35]=1[CH2:42][NH2:43].CCN(CC)CC.F[P-](F)(F)(F)(F)F.N1([O:67][C:68]([N:72]([CH3:74])[CH3:73])=[N+](C)C)C2N=CC=CC=2N=N1.C(N(C(C)C)CC)(C)C.C[N:85](C)[C:86](=[O:90])C(O)=O.N(C)C.CO, predict the reaction product. The product is: [Br:33][C:34]1[CH:39]=[C:38]([F:40])[C:37]([Br:41])=[CH:36][C:35]=1[CH2:42][NH:43][C:25]([C:23]1[N:24]=[C:15]2[C:16]3([NH:85][C:86](=[O:90])[C:68]([N:72]([CH3:73])[CH3:74])=[O:67])[CH2:19][CH2:20][CH:12]([CH2:18][CH2:17]3)[CH2:13][N:14]2[C:21](=[O:31])[C:22]=1[OH:30])=[O:26]. (3) Given the reactants CCN(C(C)C)C(C)C.[NH2:10][C:11]1[CH:16]=[C:15]([CH2:17][O:18][C:19]2[C:28]3[C:23](=[CH:24][CH:25]=[CH:26][CH:27]=3)[C:22]([NH:29][C:30]([NH:32][C:33]3[N:37]([C:38]4[CH:43]=[CH:42][C:41]([CH3:44])=[CH:40][CH:39]=4)[N:36]=[C:35]([C:45]([CH3:48])([CH3:47])[CH3:46])[CH:34]=3)=[O:31])=[CH:21][CH:20]=2)[CH:14]=[CH:13][N:12]=1.[Cl:49][CH2:50][C:51](Cl)=[O:52], predict the reaction product. The product is: [C:45]([C:35]1[CH:34]=[C:33]([NH:32][C:30](=[O:31])[NH:29][C:22]2[C:23]3[C:28](=[CH:27][CH:26]=[CH:25][CH:24]=3)[C:19]([O:18][CH2:17][C:15]3[CH:14]=[CH:13][N:12]=[C:11]([NH:10][C:51](=[O:52])[CH2:50][Cl:49])[CH:16]=3)=[CH:20][CH:21]=2)[N:37]([C:38]2[CH:39]=[CH:40][C:41]([CH3:44])=[CH:42][CH:43]=2)[N:36]=1)([CH3:48])([CH3:47])[CH3:46]. (4) Given the reactants [CH2:1]([O:5][C:6]([N:8]1[CH2:13][CH2:12][N:11]([C:14](=[O:31])[C@@H:15]([NH:23]C(OC(C)(C)C)=O)[CH2:16][CH2:17][C:18]2[N:19]=[N:20][NH:21][N:22]=2)[CH2:10][CH2:9]1)=[O:7])[CH2:2][CH2:3][CH3:4].C(O)(C(F)(F)F)=O, predict the reaction product. The product is: [CH2:1]([O:5][C:6]([N:8]1[CH2:9][CH2:10][N:11]([C:14](=[O:31])[C@@H:15]([NH2:23])[CH2:16][CH2:17][C:18]2[N:22]=[N:21][NH:20][N:19]=2)[CH2:12][CH2:13]1)=[O:7])[CH2:2][CH2:3][CH3:4]. (5) Given the reactants [F:1][C:2]1[CH:10]=[C:9]([F:11])[CH:8]=[C:7]2[C:3]=1[C:4]([C:12]1[N:13]=[C:14]3[C:20]([CH:21]=[O:22])=[CH:19][N:18]([CH2:23][O:24][CH2:25][CH2:26][Si:27]([CH3:30])([CH3:29])[CH3:28])[C:15]3=[N:16][CH:17]=1)=[N:5][NH:6]2.[H-].[Na+].I[CH3:34], predict the reaction product. The product is: [F:1][C:2]1[CH:10]=[C:9]([F:11])[CH:8]=[C:7]2[C:3]=1[C:4]([C:12]1[N:13]=[C:14]3[C:20]([CH:21]=[O:22])=[CH:19][N:18]([CH2:23][O:24][CH2:25][CH2:26][Si:27]([CH3:30])([CH3:29])[CH3:28])[C:15]3=[N:16][CH:17]=1)=[N:5][N:6]2[CH3:34].